Predict the reaction yield, written as a fraction of the theoretical maximum amount of product (1.0 means a 100% yield; for example, 0.34 means a 34% yield). From a dataset of Reaction yield outcomes from USPTO patents with 853,638 reactions. (1) The reactants are [F:1][C:2]1[CH:7]=[CH:6][C:5]([C:8]([CH2:25][CH2:26][CH3:27])([CH2:22][CH2:23][CH3:24])[C:9]([CH:11](C(OCC)=O)[C:12]([O:14]CC)=O)=[O:10])=[CH:4][CH:3]=1.ClCCl.Cl. The catalyst is CS(O)(=O)=O.O1CCCC1.O. The product is [F:1][C:2]1[CH:3]=[C:4]2[C:5](=[CH:6][CH:7]=1)[C:8]([CH2:22][CH2:23][CH3:24])([CH2:25][CH2:26][CH3:27])[C:9](=[O:10])[CH:11]=[C:12]2[OH:14]. The yield is 0.700. (2) The catalyst is C(O)C. The reactants are [Cl:1]C1C=CC2OC3C=CC=CC=3[C@H]3C(=[O:13])N(C)C[C@@H]3C=2C=1.[Cl:22][C:23]1[CH:24]=[CH:25][C:26]2[O:37][C:36]3[CH:38]=[CH:39][CH:40]=[CH:41][C:35]=3[C@@H:29]3[C:30](=[O:34])[N:31]([CH3:33])[CH2:32][C@@H:28]3[C:27]=2[CH:42]=1.[OH-].[K+]. The product is [ClH:1].[Cl:22][C:23]1[CH:24]=[CH:25][C:26]2[O:37][C:36]3[CH:38]=[CH:39][CH:40]=[CH:41][C:35]=3[C@@H:29]([C:30]([OH:34])=[O:13])[C@H:28]([CH2:32][NH:31][CH3:33])[C:27]=2[CH:42]=1. The yield is 0.220. (3) The reactants are [N:1]([CH2:4][CH2:5][CH2:6][O:7][C:8]1[CH:9]=[C:10]2[C:14](=[CH:15][CH:16]=1)[NH:13][N:12]=[C:11]2[S:17]([C:20]1[C:29]2[C:24](=[CH:25][CH:26]=[CH:27][CH:28]=2)[CH:23]=[CH:22][CH:21]=1)(=[O:19])=[O:18])=[N+]=[N-]. The catalyst is C(O)C.[Pd]. The product is [C:20]1([S:17]([C:11]2[C:10]3[C:14](=[CH:15][CH:16]=[C:8]([O:7][CH2:6][CH2:5][CH2:4][NH2:1])[CH:9]=3)[NH:13][N:12]=2)(=[O:18])=[O:19])[C:29]2[C:24](=[CH:25][CH:26]=[CH:27][CH:28]=2)[CH:23]=[CH:22][CH:21]=1. The yield is 0.321. (4) The reactants are [NH2:1][N:2]1[C:6]([CH2:7][NH:8]C(=O)OC(C)(C)C)=[CH:5][C:4]([C:16]([F:19])([F:18])[F:17])=[N:3]1.[N:20]1[CH:25]=[CH:24][CH:23]=[CH:22][C:21]=1[CH:26]=O.C(O)(=O)C.C(OCC)(=O)C.CCCCCC. The catalyst is CO. The product is [NH2:8][CH2:7][C:6]1[N:2]([NH:1][CH2:26][C:21]2[CH:22]=[CH:23][CH:24]=[CH:25][N:20]=2)[N:3]=[C:4]([C:16]([F:17])([F:18])[F:19])[CH:5]=1. The yield is 0.760. (5) The reactants are [Br:1][C:2]1[CH:3]=[C:4]([C:11]([O:13][CH2:14][CH3:15])=[O:12])[C:5]2[CH:10]=[N:9][NH:8][C:6]=2[N:7]=1.C([O-])([O-])=O.[K+].[K+].[CH:22]1(Br)[CH2:26][CH2:25][CH2:24][CH2:23]1. The catalyst is C(#N)C. The product is [Br:1][C:2]1[CH:3]=[C:4]([C:11]([O:13][CH2:14][CH3:15])=[O:12])[C:5]2[CH:10]=[N:9][N:8]([CH:22]3[CH2:26][CH2:25][CH2:24][CH2:23]3)[C:6]=2[N:7]=1. The yield is 0.500. (6) The reactants are [NH2:1][C:2]1[NH:6][N:5]=[C:4]2[C:7]([CH3:18])([CH3:17])[N:8]([C:10]([O:12][C:13]([CH3:16])([CH3:15])[CH3:14])=[O:11])[CH2:9][C:3]=12.C(N(CC)C(C)C)(C)C.Cl[C:29]([O:31][CH2:32][CH3:33])=[O:30]. The catalyst is C1COCC1.CCOC(C)=O. The product is [NH2:1][C:2]1[N:6]([C:29]([O:31][CH2:32][CH3:33])=[O:30])[N:5]=[C:4]2[C:7]([CH3:18])([CH3:17])[N:8]([C:10]([O:12][C:13]([CH3:16])([CH3:15])[CH3:14])=[O:11])[CH2:9][C:3]=12. The yield is 0.380.